Task: Predict the reactants needed to synthesize the given product.. Dataset: Full USPTO retrosynthesis dataset with 1.9M reactions from patents (1976-2016) (1) Given the product [Cl:33][C:30]1[CH:31]=[CH:32][C:27]([CH2:26][NH:25][C:45]([C:10]2[NH:15][C:14]([CH3:13])=[N:16][C:11]=2[CH3:12])=[O:47])=[C:28]([F:44])[C:29]=1[O:34][C:35]1[CH:36]=[C:37]([C:38]#[N:39])[CH:40]=[C:41]([Cl:43])[CH:42]=1, predict the reactants needed to synthesize it. The reactants are: CN(C(ON1N=[N:16][C:11]2[CH:12]=[CH:13][CH:14]=[N:15][C:10]1=2)=[N+](C)C)C.F[P-](F)(F)(F)(F)F.[NH2:25][CH2:26][C:27]1[C:28]([F:44])=[C:29]([O:34][C:35]2[CH:36]=[C:37]([CH:40]=[C:41]([Cl:43])[CH:42]=2)[C:38]#[N:39])[C:30]([Cl:33])=[CH:31][CH:32]=1.[C:45](NC1C=C2C(=CC=1)NC(C(O)=O)=C2)(=[O:47])C.C(N(C(C)C)CC)(C)C. (2) Given the product [CH3:1][N:2]1[CH:15]([CH3:16])[CH2:14][C:5]2[N:6](/[CH:34]=[C:35](/[C:36]3[CH:41]=[N:40][C:39]([CH3:42])=[CH:38][CH:37]=3)\[CH3:18])[C:7]3[CH:8]=[CH:9][C:10]([CH3:13])=[CH:11][C:12]=3[C:4]=2[CH2:3]1, predict the reactants needed to synthesize it. The reactants are: [CH3:1][N:2]1[CH:15]([CH3:16])[CH2:14][C:5]2[NH:6][C:7]3[CH:8]=[CH:9][C:10]([CH3:13])=[CH:11][C:12]=3[C:4]=2[CH2:3]1.N1CCC[C@H:18]1C(O)=O.P([O-])([O-])([O-])=O.[K+].[K+].[K+].Br[CH:34]=[CH:35][C:36]1[CH:37]=[CH:38][C:39]([CH3:42])=[N:40][CH:41]=1.